This data is from Reaction yield outcomes from USPTO patents with 853,638 reactions. The task is: Predict the reaction yield, written as a fraction of the theoretical maximum amount of product (1.0 means a 100% yield; for example, 0.34 means a 34% yield). (1) The reactants are N1(C(N2C=CN=C2)=O)C=CN=C1.[C:13]([NH:20][CH2:21][C:22](O)=O)([O:15][C:16]([CH3:19])([CH3:18])[CH3:17])=[O:14].[Cl:25][C:26]1[N:31]=[N:30][C:29]([NH:32][NH2:33])=[CH:28][CH:27]=1.NN.O.CC1C=CC(S(O)(=O)=O)=CC=1. The catalyst is C(#N)C. The product is [Cl:25][C:26]1[CH:27]=[CH:28][C:29]2[N:30]([C:22]([CH2:21][NH:20][C:13](=[O:14])[O:15][C:16]([CH3:19])([CH3:18])[CH3:17])=[N:33][N:32]=2)[N:31]=1. The yield is 0.785. (2) The reactants are [CH3:1][N:2]1[C:10]2[C:5](=[C:6]([CH3:11])[CH:7]=[CH:8][CH:9]=2)[C:4]([CH2:12][N:13]2[C:21]3[C:16](=[N:17][CH:18]=[CH:19][CH:20]=3)[N:15]([C@@H:22]([CH2:27][CH2:28][CH3:29])[CH2:23][C:24]([OH:26])=[O:25])[C:14]2=[O:30])=[CH:3]1.C1N=CN(C(N2C=NC=C2)=O)C=1.[CH3:43][C:44]([S:47]([NH2:50])(=[O:49])=[O:48])([CH3:46])[CH3:45].C1CCN2C(=NCCC2)CC1.Cl. The catalyst is C1COCC1.O. The product is [NH4+:2].[OH-:25].[CH3:1][N:2]1[C:10]2[C:5](=[C:6]([CH3:11])[CH:7]=[CH:8][CH:9]=2)[C:4]([CH2:12][N:13]2[C:21]3[C:16](=[N:17][CH:18]=[CH:19][CH:20]=3)[N:15]([C@@H:22]([CH2:27][CH2:28][CH3:29])[CH2:23][C:24]([NH:50][S:47]([C:44]([CH3:46])([CH3:45])[CH3:43])(=[O:49])=[O:48])=[O:26])[C:14]2=[O:30])=[CH:3]1. The yield is 0.0100. (3) The reactants are [O:1]1[CH2:6][CH2:5][C:4](=O)[CH2:3][CH2:2]1.[NH:8](C(OC(C)(C)C)=O)[NH2:9].[ClH:17].O1CCOCC1. The catalyst is O. The product is [ClH:17].[O:1]1[CH2:6][CH2:5][CH:4]([NH:8][NH2:9])[CH2:3][CH2:2]1. The yield is 0.784.